The task is: Regression. Given two drug SMILES strings and cell line genomic features, predict the synergy score measuring deviation from expected non-interaction effect.. This data is from Merck oncology drug combination screen with 23,052 pairs across 39 cell lines. (1) Synergy scores: synergy=33.2. Cell line: UWB1289BRCA1. Drug 2: N#Cc1ccc(Cn2cncc2CN2CCN(c3cccc(Cl)c3)C(=O)C2)cc1. Drug 1: CCC1(O)CC2CN(CCc3c([nH]c4ccccc34)C(C(=O)OC)(c3cc4c(cc3OC)N(C)C3C(O)(C(=O)OC)C(OC(C)=O)C5(CC)C=CCN6CCC43C65)C2)C1. (2) Drug 1: CN(Cc1cnc2nc(N)nc(N)c2n1)c1ccc(C(=O)NC(CCC(=O)O)C(=O)O)cc1. Drug 2: C#Cc1cccc(Nc2ncnc3cc(OCCOC)c(OCCOC)cc23)c1. Cell line: NCIH23. Synergy scores: synergy=0.398. (3) Drug 1: CN1C(=O)C=CC2(C)C3CCC4(C)C(NC(=O)OCC(F)(F)F)CCC4C3CCC12. Synergy scores: synergy=-1.32. Cell line: LNCAP. Drug 2: CCN(CC)CCNC(=O)c1c(C)[nH]c(C=C2C(=O)Nc3ccc(F)cc32)c1C. (4) Drug 1: O=c1[nH]cc(F)c(=O)[nH]1. Drug 2: Cc1nc(Nc2ncc(C(=O)Nc3c(C)cccc3Cl)s2)cc(N2CCN(CCO)CC2)n1. Cell line: LOVO. Synergy scores: synergy=21.4. (5) Drug 1: CS(=O)(=O)CCNCc1ccc(-c2ccc3ncnc(Nc4ccc(OCc5cccc(F)c5)c(Cl)c4)c3c2)o1. Drug 2: Cn1c(=O)n(-c2ccc(C(C)(C)C#N)cc2)c2c3cc(-c4cnc5ccccc5c4)ccc3ncc21. Cell line: SW837. Synergy scores: synergy=63.1.